Dataset: Full USPTO retrosynthesis dataset with 1.9M reactions from patents (1976-2016). Task: Predict the reactants needed to synthesize the given product. (1) Given the product [NH2:37][CH2:36][C:35]([NH:34][C@@H:21]1[CH2:20][C@@H:19]([C:13]2[N:12]([C:46]3[CH:47]=[CH:48][CH:49]=[CH:50][CH:51]=3)[C:11](=[O:52])[C:10]3[C:15](=[CH:16][CH:17]=[CH:18][C:9]=3[Cl:8])[N:14]=2)[N:23]([C:24]2[C:29]([C:30]#[N:31])=[C:28]([NH2:32])[N:27]=[C:26]([NH2:33])[N:25]=2)[CH2:22]1)=[O:45], predict the reactants needed to synthesize it. The reactants are: C(O)(C(F)(F)F)=O.[Cl:8][C:9]1[CH:18]=[CH:17][CH:16]=[C:15]2[C:10]=1[C:11](=[O:52])[N:12]([C:46]1[CH:51]=[CH:50][CH:49]=[CH:48][CH:47]=1)[C:13]([C@H:19]1[N:23]([C:24]3[C:29]([C:30]#[N:31])=[C:28]([NH2:32])[N:27]=[C:26]([NH2:33])[N:25]=3)[CH2:22][C@H:21]([NH:34][C:35](=[O:45])[CH2:36][NH:37]C(=O)OC(C)(C)C)[CH2:20]1)=[N:14]2. (2) Given the product [CH2:1]([C:5]1[NH:9][C:8](=[O:10])/[C:7](=[CH:20]/[C:13]2[C:14]3[C:15](=[N:16][CH:17]=[CH:18][CH:19]=3)[NH:11][CH:12]=2)/[N:6]=1)[CH2:2][CH2:3][CH3:4], predict the reactants needed to synthesize it. The reactants are: [CH2:1]([C:5]1[NH:9][C:8](=[O:10])[CH2:7][N:6]=1)[CH2:2][CH2:3][CH3:4].[NH:11]1[C:15]2=[N:16][CH:17]=[CH:18][CH:19]=[C:14]2[C:13]([CH:20]=O)=[CH:12]1.N1CCCCC1. (3) Given the product [CH:15]1([C:12]2([OH:13])[N:8]([CH2:7][C:1]3[CH:2]=[CH:3][CH:4]=[CH:5][CH:6]=3)[C:9](=[O:14])[CH2:10][CH2:11]2)[CH2:17][CH2:16]1, predict the reactants needed to synthesize it. The reactants are: [C:1]1([CH2:7][N:8]2[C:12](=[O:13])[CH2:11][CH2:10][C:9]2=[O:14])[CH:6]=[CH:5][CH:4]=[CH:3][CH:2]=1.[CH:15]1([Mg]Br)[CH2:17][CH2:16]1. (4) Given the product [F:14][C:15]1[CH:20]=[CH:19][C:18]([F:21])=[CH:17][C:16]=1[C:22]1[CH:28]=[CH:27][CH:26]=[CH:25][C:23]=1[NH:24][C:7]([C:5]1[C:4]([C:10]([F:13])([F:12])[F:11])=[N:3][N:2]([CH3:1])[CH:6]=1)=[O:8], predict the reactants needed to synthesize it. The reactants are: [CH3:1][N:2]1[CH:6]=[C:5]([C:7](Cl)=[O:8])[C:4]([C:10]([F:13])([F:12])[F:11])=[N:3]1.[F:14][C:15]1[CH:20]=[CH:19][C:18]([F:21])=[CH:17][C:16]=1[C:22]1[CH:28]=[CH:27][CH:26]=[CH:25][C:23]=1[NH2:24].N1C=CC=CC=1.C(OC)(C)(C)C.